From a dataset of Forward reaction prediction with 1.9M reactions from USPTO patents (1976-2016). Predict the product of the given reaction. (1) Given the reactants [NH:1]1[C:9]2[C:4](=[CH:5][CH:6]=[CH:7][CH:8]=2)[CH2:3][CH2:2]1.[Cl:10][CH2:11][CH2:12][CH2:13][C:14](Cl)=[O:15], predict the reaction product. The product is: [Cl:10][CH2:11][CH2:12][CH2:13][C:14]([N:1]1[C:9]2[C:4](=[CH:5][CH:6]=[CH:7][CH:8]=2)[CH2:3][CH2:2]1)=[O:15]. (2) Given the reactants [Cl:1][C:2]1[CH:10]=[C:9]2[C:5]([C:6]([C:12]3[N:13]=[C:14]4[C:20]([C:21](O)=[O:22])=[CH:19][NH:18][C:15]4=[N:16][CH:17]=3)=[N:7][N:8]2[CH3:11])=[CH:4][CH:3]=1.[CH3:24][C:25]([NH2:29])([CH2:27][CH3:28])[CH3:26].CCN=C=NCCCN(C)C.CN(C(ON1N=NC2C=CC=NC1=2)=[N+](C)C)C.F[P-](F)(F)(F)(F)F.CCN(C(C)C)C(C)C, predict the reaction product. The product is: [Cl:1][C:2]1[CH:10]=[C:9]2[C:5]([C:6]([C:12]3[N:13]=[C:14]4[C:20]([C:21]([NH:29][C:25]([CH2:27][CH3:28])([CH3:26])[CH3:24])=[O:22])=[CH:19][NH:18][C:15]4=[N:16][CH:17]=3)=[N:7][N:8]2[CH3:11])=[CH:4][CH:3]=1. (3) Given the reactants [CH:1]([C@:3]12[CH2:41][CH2:40][C@@H:39]([C:42]([CH3:44])=[CH2:43])[C@@H:4]1[C@@H:5]1[C@@:18]([CH3:21])([CH2:19][CH2:20]2)[C@@:17]2([CH3:22])[C@@H:8]([C@:9]3([CH3:38])[C@@H:14]([CH2:15][CH2:16]2)[C:13]([CH3:24])([CH3:23])[C:12]([C:25]2[CH:37]=[CH:36][C:28]([C:29]([O:31][C:32]([CH3:35])([CH3:34])[CH3:33])=[O:30])=[CH:27][CH:26]=2)=[CH:11][CH2:10]3)[CH2:7][CH2:6]1)=O.[C:45](O)(=[O:47])C.[CH3:49][N:50]([CH3:55])[CH2:51][CH2:52][CH2:53][NH2:54].C(O[BH-](OC(=O)C)OC(=O)C)(=O)C.[Na+], predict the reaction product. The product is: [OH:47][CH2:45][CH2:55][NH:50][CH2:51][C@:52]12[CH2:53][CH2:40][C@@H:39]([C:42]([CH3:44])=[CH2:43])[C@@H:4]1[C@@H:5]1[C@@:18]([CH3:21])([CH2:19][CH2:20]2)[C@@:17]2([CH3:22])[C@@H:8]([C@:9]3([CH3:38])[C@@H:14]([CH2:15][CH2:16]2)[C:13]([CH3:23])([CH3:24])[C:12]([C:25]2[CH:37]=[CH:36][C:28]([C:29]([O:31][C:32]([CH3:35])([CH3:34])[CH3:33])=[O:30])=[CH:27][CH:26]=2)=[CH:11][CH2:10]3)[CH2:7][CH2:6]1.[CH3:49][N:50]([CH3:55])[CH2:51][CH2:52][CH2:53][NH:54][CH2:1][C@:3]12[CH2:41][CH2:40][C@@H:39]([C:42]([CH3:44])=[CH2:43])[C@@H:4]1[C@@H:5]1[C@@:18]([CH3:21])([CH2:19][CH2:20]2)[C@@:17]2([CH3:22])[C@@H:8]([C@:9]3([CH3:38])[C@@H:14]([CH2:15][CH2:16]2)[C:13]([CH3:23])([CH3:24])[C:12]([C:25]2[CH:26]=[CH:27][C:28]([C:29]([O:31][C:32]([CH3:33])([CH3:34])[CH3:35])=[O:30])=[CH:36][CH:37]=2)=[CH:11][CH2:10]3)[CH2:7][CH2:6]1. (4) Given the reactants C(OCC)C.[H-].[Al+3].[Li+].[H-].[H-].[H-].[CH3:12][C:13]([CH3:34])([CH:16]([C:28]1[CH:33]=[CH:32][N:31]=[CH:30][CH:29]=1)OS(C1C=CC(C)=CC=1)(=O)=O)[C:14]#[N:15].[OH-].[Na+], predict the reaction product. The product is: [CH3:12][C:13]([CH3:34])([CH2:16][C:28]1[CH:33]=[CH:32][N:31]=[CH:30][CH:29]=1)[CH2:14][NH2:15]. (5) Given the reactants [H-].[Na+].N[C:4]1[CH:9]=CC=[CH:6][CH:5]=1.[CH3:10][C:11]1[CH2:15][C:14]([CH3:16])=[C:13]([CH3:17])[C:12]=1[CH3:18].Cl[Si:20](CCCC)(C)[C:21]1[CH:26]=[CH:25][CH:24]=[CH:23][CH:22]=1.[C:32](=O)([O-])O.[Na+].C(=O)([O-])[O-].[Na+].[Na+], predict the reaction product. The product is: [CH2:9]([CH2:18][C:12]1[C:11]([SiH2:20][C:21]2[CH:26]=[CH:25][CH:24]=[CH:23][CH:22]=2)([CH3:10])[C:15]([CH3:32])=[C:14]([CH3:16])[C:13]=1[CH3:17])[CH2:4][CH2:5][CH3:6]. (6) Given the reactants [CH3:1][O:2][C:3]1[CH:8]=[CH:7][C:6]([CH2:9][CH2:10][NH2:11])=[CH:5][CH:4]=1.[N:12]([C:15]1[CH:23]=[CH:22][C:18]([C:19](O)=[O:20])=[CH:17][CH:16]=1)=[N+:13]=[N-:14].Cl.CN(C)CCCN=C=NCC, predict the reaction product. The product is: [N:12]([C:15]1[CH:16]=[CH:17][C:18]([C:19]([NH:11][CH2:10][CH2:9][C:6]2[CH:7]=[CH:8][C:3]([O:2][CH3:1])=[CH:4][CH:5]=2)=[O:20])=[CH:22][CH:23]=1)=[N+:13]=[N-:14]. (7) Given the reactants F[C:2]1[CH:3]=[C:4]([C:12]2[CH:17]=[CH:16][C:15]([NH:18][S:19]([CH3:22])(=[O:21])=[O:20])=[CH:14][CH:13]=2)[CH:5]=[CH:6][C:7]=1[C:8]([F:11])([F:10])[F:9].BrC1C=CC(C(F)(F)[F:31])=C(F)C=1, predict the reaction product. The product is: [F:31][C:5]1[CH:6]=[C:7]([C:8]([F:11])([F:10])[F:9])[CH:2]=[CH:3][C:4]=1[C:12]1[CH:17]=[CH:16][C:15]([NH:18][S:19]([CH3:22])(=[O:21])=[O:20])=[CH:14][CH:13]=1. (8) Given the reactants [NH2:1][C:2]1[C:7]([NH2:8])=[CH:6][CH:5]=[C:4]([Cl:9])[N:3]=1.[F:10][C:11]1[CH:19]=[CH:18][C:14]([C:15](O)=O)=[CH:13][CH:12]=1, predict the reaction product. The product is: [Cl:9][C:4]1[N:3]=[C:2]2[N:1]=[C:15]([C:14]3[CH:18]=[CH:19][C:11]([F:10])=[CH:12][CH:13]=3)[NH:8][C:7]2=[CH:6][CH:5]=1.